Dataset: Full USPTO retrosynthesis dataset with 1.9M reactions from patents (1976-2016). Task: Predict the reactants needed to synthesize the given product. (1) Given the product [Cl:1][C:2]1[CH:3]=[CH:4][C:5]([N:8]2[CH:12]([C:13]3[CH:18]=[CH:17][CH:16]=[CH:15][CH:14]=3)[CH2:11][C:10]([C:19]([OH:21])=[O:20])=[N:9]2)=[CH:6][CH:7]=1, predict the reactants needed to synthesize it. The reactants are: [Cl:1][C:2]1[CH:7]=[CH:6][C:5]([N:8]2[CH:12]([C:13]3[CH:18]=[CH:17][CH:16]=[CH:15][CH:14]=3)[CH2:11][C:10]([C:19]([O:21]CC)=[O:20])=[N:9]2)=[CH:4][CH:3]=1.O.[OH-].[Na+]. (2) Given the product [C:12]([O:16][C:17]([N:19]1[CH2:24][CH2:23][CH:22]([C:25]2[N:40]3[C:27]([CH2:30][O:31][CH2:32][C:33]4[CH:38]=[C:37]([Cl:39])[CH:36]=[CH:35][C:34]=43)=[N:28][N:29]=2)[CH2:21][CH2:20]1)=[O:18])([CH3:15])([CH3:14])[CH3:13], predict the reactants needed to synthesize it. The reactants are: C1(C)C=CC(S(O)(=O)=O)=CC=1.[C:12]([O:16][C:17]([N:19]1[CH2:24][CH2:23][CH:22]([C:25]2O[C:27]([CH2:30][O:31][CH2:32][C:33]3[CH:38]=[C:37]([Cl:39])[CH:36]=[CH:35][C:34]=3[NH2:40])=[N:28][N:29]=2)[CH2:21][CH2:20]1)=[O:18])([CH3:15])([CH3:14])[CH3:13].